Dataset: Peptide-MHC class II binding affinity with 134,281 pairs from IEDB. Task: Regression. Given a peptide amino acid sequence and an MHC pseudo amino acid sequence, predict their binding affinity value. This is MHC class II binding data. The peptide sequence is YDFNKLTALAVSQLT. The MHC is DRB1_0802 with pseudo-sequence DRB1_0802. The binding affinity (normalized) is 0.413.